Dataset: Forward reaction prediction with 1.9M reactions from USPTO patents (1976-2016). Task: Predict the product of the given reaction. (1) Given the reactants [C:1]([C:3]1[CH:8]=[CH:7][CH:6]=[CH:5][C:4]=1[CH2:9][C:10]#[N:11])#[N:2].[NH2:12][OH:13].CCO, predict the reaction product. The product is: [NH2:11][C:10]1[CH2:9][C:4]2[C:3](=[CH:8][CH:7]=[CH:6][CH:5]=2)[C:1](=[N:12][OH:13])[N:2]=1.[OH:13][NH:12][CH:10]1[CH2:9][C:4]2[C:3](=[CH:8][CH:7]=[CH:6][CH:5]=2)[C:1]([NH2:2])=[N:11]1. (2) The product is: [F:1][C:2]1[CH:3]=[CH:4][C:5]([O:33][CH3:34])=[C:6]([C:8]2[CH:13]=[CH:12][N:11]=[C:10]3[NH:14][C:15]([C:17]4[CH2:21][NH:20][CH:19]([C:29]([OH:31])=[O:30])[CH:18]=4)=[CH:16][C:9]=23)[CH:7]=1. Given the reactants [F:1][C:2]1[CH:3]=[CH:4][C:5]([O:33][CH3:34])=[C:6]([C:8]2[CH:13]=[CH:12][N:11]=[C:10]3[NH:14][C:15]([C:17]4[CH2:21][N:20](C(OC(C)(C)C)=O)[C@@H:19]([C:29]([O:31]C)=[O:30])[CH:18]=4)=[CH:16][C:9]=23)[CH:7]=1.[OH-].[Na+].P(=O)(O)(O)O.Cl, predict the reaction product. (3) The product is: [Cl:19][C:20]1[CH:27]=[CH:26][C:23]([CH2:24][N:7]2[C:8]([CH2:10][CH2:11][C:12]([O:14][CH2:15][CH3:16])=[O:13])=[CH:9][C:5]([O:4][CH:1]([CH3:3])[CH3:2])=[N:6]2)=[C:22]([CH3:28])[CH:21]=1. Given the reactants [CH:1]([O:4][C:5]1[CH:9]=[C:8]([CH2:10][CH2:11][C:12]([O:14][CH2:15][CH3:16])=[O:13])[NH:7][N:6]=1)([CH3:3])[CH3:2].[H-].[Na+].[Cl:19][C:20]1[CH:27]=[CH:26][C:23]([CH2:24]Cl)=[C:22]([CH3:28])[CH:21]=1.Cl, predict the reaction product. (4) Given the reactants Br[C:2]1[C:10]2[C:5](=[N:6][C:7]([O:11][CH2:12][C:13]3[CH:18]=[CH:17][CH:16]=[CH:15][N:14]=3)=[CH:8][CH:9]=2)[N:4]([CH3:19])[CH:3]=1.[O:20]=[C:21]1[NH:26][CH2:25][CH2:24][N:23]([C:27]([O:29][CH3:30])=[O:28])[CH2:22]1.P([O-])([O-])([O-])=O.[K+].[K+].[K+].CNCCNC, predict the reaction product. The product is: [CH3:19][N:4]1[C:5]2=[N:6][C:7]([O:11][CH2:12][C:13]3[CH:18]=[CH:17][CH:16]=[CH:15][N:14]=3)=[CH:8][CH:9]=[C:10]2[C:2]([N:26]2[CH2:25][CH2:24][N:23]([C:27]([O:29][CH3:30])=[O:28])[CH2:22][C:21]2=[O:20])=[CH:3]1. (5) Given the reactants I[C:2]1[N:6]=[C:5]([C:7]2[CH:12]=[CH:11][CH:10]=[C:9]([C:13]([F:16])([F:15])[F:14])[CH:8]=2)[N:4]([CH3:17])[C:3]=1[C:18]([N:20]1[CH2:25][CH2:24][CH:23]([N:26]2[CH2:30][CH2:29][CH2:28][CH2:27]2)[CH2:22][CH2:21]1)=[O:19].[CH3:31][Si:32]([C:35]#[CH:36])([CH3:34])[CH3:33], predict the reaction product. The product is: [CH3:17][N:4]1[C:3]([C:18]([N:20]2[CH2:25][CH2:24][CH:23]([N:26]3[CH2:30][CH2:29][CH2:28][CH2:27]3)[CH2:22][CH2:21]2)=[O:19])=[C:2]([C:36]#[C:35][Si:32]([CH3:34])([CH3:33])[CH3:31])[N:6]=[C:5]1[C:7]1[CH:12]=[CH:11][CH:10]=[C:9]([C:13]([F:16])([F:15])[F:14])[CH:8]=1.